From a dataset of NCI-60 drug combinations with 297,098 pairs across 59 cell lines. Regression. Given two drug SMILES strings and cell line genomic features, predict the synergy score measuring deviation from expected non-interaction effect. (1) Drug 1: C1CCC(C(C1)N)N.C(=O)(C(=O)[O-])[O-].[Pt+4]. Drug 2: CC1C(C(CC(O1)OC2CC(CC3=C2C(=C4C(=C3O)C(=O)C5=C(C4=O)C(=CC=C5)OC)O)(C(=O)CO)O)N)O.Cl. Cell line: SW-620. Synergy scores: CSS=48.8, Synergy_ZIP=-10.9, Synergy_Bliss=-11.6, Synergy_Loewe=-6.07, Synergy_HSA=-4.42. (2) Drug 1: COC1=NC(=NC2=C1N=CN2C3C(C(C(O3)CO)O)O)N. Drug 2: CCN(CC)CCCC(C)NC1=C2C=C(C=CC2=NC3=C1C=CC(=C3)Cl)OC. Cell line: SN12C. Synergy scores: CSS=19.6, Synergy_ZIP=-6.54, Synergy_Bliss=1.05, Synergy_Loewe=-11.8, Synergy_HSA=1.60. (3) Drug 1: COC1=NC(=NC2=C1N=CN2C3C(C(C(O3)CO)O)O)N. Drug 2: CC1=C2C(C(=O)C3(C(CC4C(C3C(C(C2(C)C)(CC1OC(=O)C(C(C5=CC=CC=C5)NC(=O)C6=CC=CC=C6)O)O)OC(=O)C7=CC=CC=C7)(CO4)OC(=O)C)O)C)OC(=O)C. Cell line: DU-145. Synergy scores: CSS=25.3, Synergy_ZIP=3.73, Synergy_Bliss=-4.21, Synergy_Loewe=-48.2, Synergy_HSA=-3.49. (4) Drug 1: CC1=C(C=C(C=C1)NC(=O)C2=CC=C(C=C2)CN3CCN(CC3)C)NC4=NC=CC(=N4)C5=CN=CC=C5. Drug 2: CC1=C2C(C(=O)C3(C(CC4C(C3C(C(C2(C)C)(CC1OC(=O)C(C(C5=CC=CC=C5)NC(=O)OC(C)(C)C)O)O)OC(=O)C6=CC=CC=C6)(CO4)OC(=O)C)O)C)O. Cell line: SNB-75. Synergy scores: CSS=19.5, Synergy_ZIP=3.76, Synergy_Bliss=7.92, Synergy_Loewe=2.73, Synergy_HSA=6.64. (5) Drug 1: CC1OCC2C(O1)C(C(C(O2)OC3C4COC(=O)C4C(C5=CC6=C(C=C35)OCO6)C7=CC(=C(C(=C7)OC)O)OC)O)O. Drug 2: N.N.Cl[Pt+2]Cl. Cell line: NCI-H522. Synergy scores: CSS=23.5, Synergy_ZIP=-4.16, Synergy_Bliss=-2.07, Synergy_Loewe=-9.26, Synergy_HSA=-1.09. (6) Drug 1: COC1=NC(=NC2=C1N=CN2C3C(C(C(O3)CO)O)O)N. Drug 2: C1=CC=C(C(=C1)C(C2=CC=C(C=C2)Cl)C(Cl)Cl)Cl. Cell line: HCT116. Synergy scores: CSS=46.2, Synergy_ZIP=0.0838, Synergy_Bliss=-1.92, Synergy_Loewe=-21.7, Synergy_HSA=-2.27. (7) Drug 1: C(CC(=O)O)C(=O)CN.Cl. Drug 2: CC(C)NC(=O)C1=CC=C(C=C1)CNNC.Cl. Cell line: U251. Synergy scores: CSS=-2.32, Synergy_ZIP=4.18, Synergy_Bliss=2.12, Synergy_Loewe=0.313, Synergy_HSA=-1.74. (8) Drug 1: CC1C(C(CC(O1)OC2CC(CC3=C2C(=C4C(=C3O)C(=O)C5=CC=CC=C5C4=O)O)(C(=O)C)O)N)O. Drug 2: CC1C(C(CC(O1)OC2CC(CC3=C2C(=C4C(=C3O)C(=O)C5=C(C4=O)C(=CC=C5)OC)O)(C(=O)CO)O)N)O.Cl. Cell line: UO-31. Synergy scores: CSS=70.4, Synergy_ZIP=5.03, Synergy_Bliss=6.27, Synergy_Loewe=9.31, Synergy_HSA=10.3. (9) Cell line: SN12C. Drug 1: C1CCN(CC1)CCOC2=CC=C(C=C2)C(=O)C3=C(SC4=C3C=CC(=C4)O)C5=CC=C(C=C5)O. Synergy scores: CSS=21.5, Synergy_ZIP=1.64, Synergy_Bliss=10.9, Synergy_Loewe=4.07, Synergy_HSA=9.50. Drug 2: CC1C(C(CC(O1)OC2CC(OC(C2O)C)OC3=CC4=CC5=C(C(=O)C(C(C5)C(C(=O)C(C(C)O)O)OC)OC6CC(C(C(O6)C)O)OC7CC(C(C(O7)C)O)OC8CC(C(C(O8)C)O)(C)O)C(=C4C(=C3C)O)O)O)O.